Dataset: hERG Central: cardiac toxicity at 1µM, 10µM, and general inhibition. Task: Predict hERG channel inhibition at various concentrations. The molecule is OC1(c2cccs2)CN(c2ccc(Cl)cc2)C2=[N+]1CCCC2.[Br-]. Results: hERG_inhib (hERG inhibition (general)): blocker.